This data is from Forward reaction prediction with 1.9M reactions from USPTO patents (1976-2016). The task is: Predict the product of the given reaction. (1) The product is: [Cl:44][C:12]1[N:11]=[C:10]([C:36]2[CH:41]=[N:40][CH:39]=[CH:38][N:37]=2)[N:9]=[C:8]([CH:1]2[CH2:7][CH2:6][CH2:5][CH2:4][CH2:3][CH2:2]2)[C:13]=1[C:14]1[C:32]([F:33])=[CH:31][C:17]([O:18][CH2:19][CH2:20][CH2:21][N:22]([CH3:30])[C:23](=[O:29])[O:24][C:25]([CH3:28])([CH3:27])[CH3:26])=[CH:16][C:15]=1[F:34]. Given the reactants [CH:1]1([C:8]2[C:13]([C:14]3[C:32]([F:33])=[CH:31][C:17]([O:18][CH2:19][CH2:20][CH2:21][N:22]([CH3:30])[C:23](=[O:29])[O:24][C:25]([CH3:28])([CH3:27])[CH3:26])=[CH:16][C:15]=3[F:34])=[C:12](O)[N:11]=[C:10]([C:36]3[CH:41]=[N:40][CH:39]=[CH:38][N:37]=3)[N:9]=2)[CH2:7][CH2:6][CH2:5][CH2:4][CH2:3][CH2:2]1.P(Cl)(Cl)([Cl:44])=O.N1C(C)=CC=CC=1C, predict the reaction product. (2) The product is: [Si:30]([O:25][CH2:24][CH:22]1[CH2:23][CH:21]1[C:17]1[N:13]2[C:14](=[O:16])[CH:15]=[C:10]([CH2:9][N:8]3[C:4]([CH:1]4[CH2:3][CH2:2]4)=[CH:5][C:6]([C:26]([F:28])([F:29])[F:27])=[N:7]3)[N:11]=[C:12]2[S:19][C:18]=1[CH3:20])([C:33]([CH3:36])([CH3:35])[CH3:34])([CH3:32])[CH3:31]. Given the reactants [CH:1]1([C:4]2[N:8]([CH2:9][C:10]3[N:11]=[C:12]4[S:19][C:18]([CH3:20])=[C:17]([C@@H:21]5[CH2:23][C@H:22]5[CH2:24][OH:25])[N:13]4[C:14](=[O:16])[CH:15]=3)[N:7]=[C:6]([C:26]([F:29])([F:28])[F:27])[CH:5]=2)[CH2:3][CH2:2]1.[Si:30](Cl)([C:33]([CH3:36])([CH3:35])[CH3:34])([CH3:32])[CH3:31].N1C=CN=C1, predict the reaction product. (3) The product is: [C:1]([O:5][C:6](=[O:29])[NH:7][C:8]1[C:9]([C:13]2[CH:14]=[CH:15][C:16]([OH:19])=[CH:17][CH:18]=2)=[N:10][O:11][CH:12]=1)([CH3:4])([CH3:2])[CH3:3]. Given the reactants [C:1]([O:5][C:6](=[O:29])[NH:7][C:8]1[C:9]([C:13]2[CH:18]=[CH:17][C:16]([O:19]CC3C=CC(OC)=CC=3)=[CH:15][CH:14]=2)=[N:10][O:11][CH:12]=1)([CH3:4])([CH3:3])[CH3:2].ClC1C(=O)C(C#N)=C(C#N)C(=O)C=1Cl.O.C(Cl)Cl.C(OCC)(=O)C, predict the reaction product. (4) Given the reactants [OH:1][C:2]1[C:7]2[C@@:8]3([OH:45])[C@@:21]([O:25][CH3:26])([C@H:22]([OH:24])[CH2:23][C:6]=2[CH:5]=[C:4]([CH3:46])[C:3]=1[C:47](O)=[O:48])[C:20](=[O:27])[C:19]1[C:10](=[CH:11][C:12]2[C:13](=[O:43])[C:14]([NH:30][CH:31]4[C@H:36]([O:37][CH3:38])[C@H:35]([OH:39])[C@@H:34]([O:40][CH3:41])[C@H:33]([CH3:42])[O:32]4)=[CH:15][C:16](=[O:29])[C:17]=2[C:18]=1[OH:28])[C:9]3=[O:44].CCCN.O.O[N:56]1[C:60]2[CH:61]=CC=C[C:59]=2N=N1, predict the reaction product. The product is: [OH:1][C:2]1[C:7]2[C@@:8]3([OH:45])[C@@:21]([O:25][CH3:26])([C@H:22]([OH:24])[CH2:23][C:6]=2[CH:5]=[C:4]([CH3:46])[C:3]=1[C:47]([NH:56][CH:60]([CH3:61])[CH3:59])=[O:48])[C:20](=[O:27])[C:19]1[C:10](=[CH:11][C:12]2[C:13](=[O:43])[C:14]([NH:30][CH:31]4[C@H:36]([O:37][CH3:38])[C@H:35]([OH:39])[C@@H:34]([O:40][CH3:41])[C@H:33]([CH3:42])[O:32]4)=[CH:15][C:16](=[O:29])[C:17]=2[C:18]=1[OH:28])[C:9]3=[O:44].